Predict the product of the given reaction. From a dataset of Forward reaction prediction with 1.9M reactions from USPTO patents (1976-2016). (1) Given the reactants [ClH:1].[NH2:2][C@H:3]([C:6]([OH:8])=[O:7])[CH2:4][SH:5].[C:9]1([C:15](O)([CH3:17])[CH3:16])[CH:14]=[CH:13][CH:12]=[CH:11][CH:10]=1, predict the reaction product. The product is: [ClH:1].[NH2:2][C@@H:3]([CH2:4][S:5][C:15]([CH3:17])([C:9]1[CH:14]=[CH:13][CH:12]=[CH:11][CH:10]=1)[CH3:16])[C:6]([OH:8])=[O:7]. (2) Given the reactants [F:1][C:2]1[CH:3]=[C:4]([NH:14][C:15]([NH2:17])=[S:16])[CH:5]=[CH:6][C:7]=1[N:8]1[CH:12]=[C:11]([CH3:13])[N:10]=[CH:9]1.Br[CH:19]1[CH2:24][CH2:23][CH2:22][CH:21]([C:25]2[CH:30]=[CH:29][C:28]([Cl:31])=[CH:27][C:26]=2[Cl:32])[C:20]1=O, predict the reaction product. The product is: [Cl:32][C:26]1[CH:27]=[C:28]([Cl:31])[CH:29]=[CH:30][C:25]=1[CH:21]1[C:20]2[N:17]=[C:15]([NH:14][C:4]3[CH:5]=[CH:6][C:7]([N:8]4[CH:12]=[C:11]([CH3:13])[N:10]=[CH:9]4)=[C:2]([F:1])[CH:3]=3)[S:16][C:19]=2[CH2:24][CH2:23][CH2:22]1. (3) Given the reactants [CH2:1]([C@@:4]1([CH3:32])[CH2:9][C@H:8]([C:10]2[CH:15]=[CH:14][CH:13]=[C:12]([Cl:16])[CH:11]=2)[C@@H:7]([C:17]2[CH:22]=[CH:21][C:20]([Cl:23])=[CH:19][CH:18]=2)[N:6]([C@@H:24]([CH2:29][CH3:30])[C:25](OC)=[O:26])[C:5]1=[O:31])[CH:2]=[CH2:3].[BH4-].[Li+], predict the reaction product. The product is: [CH2:1]([C@@:4]1([CH3:32])[CH2:9][C@H:8]([C:10]2[CH:15]=[CH:14][CH:13]=[C:12]([Cl:16])[CH:11]=2)[C@@H:7]([C:17]2[CH:18]=[CH:19][C:20]([Cl:23])=[CH:21][CH:22]=2)[N:6]([C@H:24]([CH2:29][CH3:30])[CH2:25][OH:26])[C:5]1=[O:31])[CH:2]=[CH2:3]. (4) Given the reactants C([O:3][C:4]([CH:6]1[C:14]2[C:9](=[CH:10][CH:11]=[C:12]([C:15]3([CH:20]4[CH2:24][CH2:23][CH2:22][CH2:21]4)OCC[O:16]3)[CH:13]=2)[N:8]([CH2:25][CH3:26])[C:7]1=[O:27])=O)C.[NH2:28][C:29]1[CH:30]=[C:31]([CH:41]=[CH:42][CH:43]=1)[C:32]([NH:34][C:35]1[CH:40]=[CH:39][CH:38]=[CH:37][CH:36]=1)=[O:33], predict the reaction product. The product is: [C:35]1([NH:34][C:32]([C:31]2[CH:30]=[C:29]([NH:28][C:4]([CH:6]3[C:14]4[C:9](=[CH:10][CH:11]=[C:12]([C:15]([CH:20]5[CH2:21][CH2:22][CH2:23][CH2:24]5)=[O:16])[CH:13]=4)[N:8]([CH2:25][CH3:26])[C:7]3=[O:27])=[O:3])[CH:43]=[CH:42][CH:41]=2)=[O:33])[CH:40]=[CH:39][CH:38]=[CH:37][CH:36]=1. (5) Given the reactants [CH3:1][CH:2]1[CH2:7][CH2:6][CH2:5][CH:4]([CH2:8][CH2:9][CH2:10][CH2:11][CH2:12][CH2:13][CH2:14][CH2:15][CH2:16][CH2:17][CH2:18][CH2:19][CH2:20][CH2:21][CH3:22])[NH:3]1.CC1C=CC=C(C)N=1.BrCCCCCCCCCCCCCC, predict the reaction product. The product is: [CH3:1][C:2]1[CH:7]=[CH:6][CH:5]=[C:4]([CH2:8][CH2:9][CH2:10][CH2:11][CH2:12][CH2:13][CH2:14][CH2:15][CH2:16][CH2:17][CH2:18][CH2:19][CH2:20][CH2:21][CH3:22])[N:3]=1.